Dataset: Catalyst prediction with 721,799 reactions and 888 catalyst types from USPTO. Task: Predict which catalyst facilitates the given reaction. (1) Reactant: [F:1][C:2]([F:18])([F:17])[C:3]1[CH:8]=[CH:7][C:6]([CH2:9][NH2:10])=[C:5]([N:11]2[CH2:16][CH2:15][CH2:14][CH2:13][CH2:12]2)[CH:4]=1.ClC(Cl)(OC(=O)OC(Cl)(Cl)Cl)Cl.[N-:31]=[C:32]=[O:33].N[C:35]1[C:44]2[NH:43][C:42](=[O:45])[CH2:41][O:40][C:39]=2[CH:38]=[CH:37][CH:36]=1. Product: [F:18][C:2]([F:1])([F:17])[C:3]1[CH:8]=[CH:7][C:6]([CH2:9][NH:10][C:32]([NH:31][C:35]2[C:44]3[NH:43][C:42](=[O:45])[CH2:41][O:40][C:39]=3[CH:38]=[CH:37][CH:36]=2)=[O:33])=[C:5]([N:11]2[CH2:16][CH2:15][CH2:14][CH2:13][CH2:12]2)[CH:4]=1. The catalyst class is: 329. (2) Reactant: [C:1]([O:5][C:6](=[O:19])[NH:7][CH2:8][CH2:9][N:10]1[C:14](I)=[C:13]([I:16])[N:12]=[C:11]1[CH2:17][CH3:18])([CH3:4])([CH3:3])[CH3:2]. Product: [C:1]([O:5][C:6](=[O:19])[NH:7][CH2:8][CH2:9][N:10]1[CH:14]=[C:13]([I:16])[N:12]=[C:11]1[CH2:17][CH3:18])([CH3:4])([CH3:3])[CH3:2]. The catalyst class is: 61. (3) Reactant: C([N:8]1[C:17](=[O:18])[C:16]2[C:11](=[CH:12][C:13]([O:30][CH3:31])=[C:14]([O:19][CH:20]3[CH2:29][CH2:28][C:23]4([O:27][CH2:26][CH2:25][O:24]4)[CH2:22][CH2:21]3)[CH:15]=2)[N:10]=[CH:9]1)C1C=CC=CC=1.[H][H]. Product: [O:18]=[C:17]1[C:16]2[C:11](=[CH:12][C:13]([O:30][CH3:31])=[C:14]([O:19][CH:20]3[CH2:21][CH2:22][C:23]4([O:24][CH2:25][CH2:26][O:27]4)[CH2:28][CH2:29]3)[CH:15]=2)[N:10]=[CH:9][NH:8]1. The catalyst class is: 285. (4) Reactant: [F:1][C:2]([F:22])([F:21])[C:3]1[CH:8]=[CH:7][C:6]([CH:9]([C:11]2[CH:16]=[CH:15][C:14]([C:17]([F:20])([F:19])[F:18])=[CH:13][CH:12]=2)O)=[CH:5][CH:4]=1.S(Cl)([Cl:25])=O. Product: [Cl:25][CH:9]([C:11]1[CH:16]=[CH:15][C:14]([C:17]([F:20])([F:19])[F:18])=[CH:13][CH:12]=1)[C:6]1[CH:7]=[CH:8][C:3]([C:2]([F:22])([F:21])[F:1])=[CH:4][CH:5]=1. The catalyst class is: 11. (5) Reactant: [CH:1]1C=C(Cl)C=C(C(OO)=O)C=1.[CH2:12]([O:14][C:15]([C:17]1[C:18](=[O:34])[C:19]2[CH:24]=[N:23][C:22](SC)=[N:21][C:20]=2[N:27]([CH:29]2[CH2:33][CH2:32][CH2:31][CH2:30]2)[CH:28]=1)=[O:16])[CH3:13].[O-:35][S:36]([O-:38])=O.[Na+].[Na+]. Product: [CH2:12]([O:14][C:15]([C:17]1[C:18](=[O:34])[C:19]2[CH:24]=[N:23][C:22]([S:36]([CH3:1])(=[O:38])=[O:35])=[N:21][C:20]=2[N:27]([CH:29]2[CH2:30][CH2:31][CH2:32][CH2:33]2)[CH:28]=1)=[O:16])[CH3:13]. The catalyst class is: 2. (6) Reactant: [H-].[Na+].[CH:3]1([OH:10])[CH2:8][CH2:7][CH2:6][CH:5]([OH:9])[CH2:4]1.[CH3:11][O:12][C:13]1[CH:20]=[CH:19][C:16]([CH2:17]Br)=[CH:15][CH:14]=1. Product: [CH3:11][O:12][C:13]1[CH:20]=[CH:19][C:16]([CH2:17][O:9][CH:5]2[CH2:6][CH2:7][CH2:8][CH:3]([OH:10])[CH2:4]2)=[CH:15][CH:14]=1. The catalyst class is: 31. (7) Reactant: [CH3:1][C:2]1[C:3]([CH2:9][N:10]([CH:19]2[CH2:24][CH2:23][NH:22][CH2:21][CH2:20]2)[CH:11]([C:13]2[CH:18]=[CH:17][CH:16]=[CH:15][N:14]=2)[CH3:12])=[N:4][CH:5]=[C:6]([CH3:8])[CH:7]=1.[O:25]([C:32]([NH:34][OH:35])=O)C1C=CC=CC=1. Product: [OH:35][NH:34][C:32]([N:22]1[CH2:21][CH2:20][CH:19]([N:10]([CH2:9][C:3]2[C:2]([CH3:1])=[CH:7][C:6]([CH3:8])=[CH:5][N:4]=2)[CH:11]([C:13]2[CH:18]=[CH:17][CH:16]=[CH:15][N:14]=2)[CH3:12])[CH2:24][CH2:23]1)=[O:25]. The catalyst class is: 1. (8) Reactant: C([O:4][CH2:5][CH2:6][CH2:7][S:8]([NH:11][C:12]([C:14]1[N:18]2[CH:19]=[CH:20][CH:21]=[C:22]([O:23][CH2:24][CH:25]3[CH2:30][CH2:29][CH2:28][CH2:27][CH2:26]3)[C:17]2=[N:16][C:15]=1[CH3:31])=[O:13])(=[O:10])=[O:9])(=O)C.CO.[OH-].[Na+]. Product: [CH:25]1([CH2:24][O:23][C:22]2[C:17]3[N:18]([C:14]([C:12]([NH:11][S:8]([CH2:7][CH2:6][CH2:5][OH:4])(=[O:10])=[O:9])=[O:13])=[C:15]([CH3:31])[N:16]=3)[CH:19]=[CH:20][CH:21]=2)[CH2:30][CH2:29][CH2:28][CH2:27][CH2:26]1. The catalyst class is: 1.